Dataset: Full USPTO retrosynthesis dataset with 1.9M reactions from patents (1976-2016). Task: Predict the reactants needed to synthesize the given product. Given the product [C:20]([C:17]([C:14]([O:24][CH:25]([C:27]([O-:29])=[O:28])[F:26])([F:15])[F:16])([F:19])[F:18])([F:23])([F:22])[F:21].[NH4+:31], predict the reactants needed to synthesize it. The reactants are: C(OC(F)(F)C(F)(F)C(F)(F)F)=C.[C:14]([O:24][CH:25]([C:27]([O:29]C)=[O:28])[F:26])([C:17]([C:20]([F:23])([F:22])[F:21])([F:19])[F:18])([F:16])[F:15].[NH3:31].